Dataset: Full USPTO retrosynthesis dataset with 1.9M reactions from patents (1976-2016). Task: Predict the reactants needed to synthesize the given product. (1) Given the product [Br:21][C:22]1[CH:23]=[C:24]2[C:29](=[CH:30][CH:31]=1)[C:28](=[O:32])[N:27]([CH2:8][C:9]([CH3:20])([CH3:19])[CH2:10][O:11][Si:12]([C:15]([CH3:18])([CH3:17])[CH3:16])([CH3:14])[CH3:13])[CH:26]=[CH:25]2, predict the reactants needed to synthesize it. The reactants are: C(=O)([O-])[O-].[Cs+].[Cs+].Br[CH2:8][C:9]([CH3:20])([CH3:19])[CH2:10][O:11][Si:12]([C:15]([CH3:18])([CH3:17])[CH3:16])([CH3:14])[CH3:13].[Br:21][C:22]1[CH:23]=[C:24]2[C:29](=[CH:30][CH:31]=1)[C:28](=[O:32])[NH:27][CH:26]=[CH:25]2. (2) Given the product [CH3:17][N:18]1[C:22]([C:23]2[CH:28]=[C:27]([C:29]([F:30])([F:31])[F:32])[CH:26]=[CH:25][C:24]=2[C:33]2[CH:42]=[CH:41][CH:40]=[C:39]3[C:34]=2[CH:35]=[CH:36][C:37]([S:43]([NH:1][C:2]2[S:3][CH:4]=[CH:5][N:6]=2)(=[O:45])=[O:44])=[CH:38]3)=[CH:21][CH:20]=[N:19]1, predict the reactants needed to synthesize it. The reactants are: [NH2:1][C:2]1[S:3][CH:4]=[CH:5][N:6]=1.C[Si]([N-][Si](C)(C)C)(C)C.[Li+].[CH3:17][N:18]1[C:22]([C:23]2[CH:28]=[C:27]([C:29]([F:32])([F:31])[F:30])[CH:26]=[CH:25][C:24]=2[C:33]2[CH:42]=[CH:41][CH:40]=[C:39]3[C:34]=2[CH:35]=[CH:36][C:37]([S:43](Cl)(=[O:45])=[O:44])=[CH:38]3)=[CH:21][CH:20]=[N:19]1.[NH4+].[Cl-].